From a dataset of Catalyst prediction with 721,799 reactions and 888 catalyst types from USPTO. Predict which catalyst facilitates the given reaction. (1) Reactant: Cl.[OH:2][C@H:3]1[CH2:7][NH:6][C@H:5]([C:8]([NH:10][CH2:11][C:12]2[CH:17]=[CH:16][C:15]([C:18]3[S:22][CH:21]=[N:20][C:19]=3[CH3:23])=[CH:14][CH:13]=2)=[O:9])[CH2:4]1.C(O[C:29]([N:31](C)[C@@H:32]([CH3:36])[C:33](O)=[O:34])=O)(C)(C)C.CCN(C(C)C)C(C)C.CN(C(ON1N=NC2C=CC=NC1=2)=[N+](C)C)C.F[P-](F)(F)(F)(F)F.C(O)(C(F)(F)F)=O. Product: [OH:2][C@H:3]1[CH2:7][N:6]([C:33](=[O:34])[C@@H:32]([NH:31][CH3:29])[CH3:36])[C@H:5]([C:8]([NH:10][CH2:11][C:12]2[CH:13]=[CH:14][C:15]([C:18]3[S:22][CH:21]=[N:20][C:19]=3[CH3:23])=[CH:16][CH:17]=2)=[O:9])[CH2:4]1. The catalyst class is: 174. (2) Reactant: [O-:1][C:2]#[N:3].[K+].Cl.[NH2:6][CH:7]([C:33]1[CH:38]=[CH:37][CH:36]=[C:35]([Cl:39])[C:34]=1[Cl:40])[CH2:8][NH:9][C:10](=[O:32])[CH2:11][N:12]1[C:16](=[O:17])[N:15]([CH2:18][C@H:19]([OH:24])[C:20]([F:23])([F:22])[F:21])[C:14]([C:25]2[CH:30]=[CH:29][C:28]([Cl:31])=[CH:27][CH:26]=2)=[N:13]1.O.CO. Product: [C:2]([NH:6][CH:7]([C:33]1[CH:38]=[CH:37][CH:36]=[C:35]([Cl:39])[C:34]=1[Cl:40])[CH2:8][NH:9][C:10](=[O:32])[CH2:11][N:12]1[C:16](=[O:17])[N:15]([CH2:18][C@H:19]([OH:24])[C:20]([F:21])([F:23])[F:22])[C:14]([C:25]2[CH:30]=[CH:29][C:28]([Cl:31])=[CH:27][CH:26]=2)=[N:13]1)(=[O:1])[NH2:3]. The catalyst class is: 16. (3) Reactant: F[C:2]1[C:20]2[C:19](=[O:21])[C:18]([C:22]([OH:24])=[O:23])=[CH:17][N:7]3[C@@H:8]([C:11]4[CH:16]=[CH:15][CH:14]=[CH:13][CH:12]=4)[CH2:9][O:10][C:5]([C:6]=23)=[C:4]([NH:25][CH2:26][CH2:27][NH:28][C:29]2[CH:34]=[CH:33][CH:32]=[CH:31][N:30]=2)[C:3]=1[F:35].[CH3:36][O:37][C:38]1[CH:45]=[CH:44][C:41]([CH2:42][NH2:43])=[CH:40][CH:39]=1. Product: [F:35][C:3]1[C:4]([NH:25][CH2:26][CH2:27][NH:28][C:29]2[CH:34]=[CH:33][CH:32]=[CH:31][N:30]=2)=[C:5]2[O:10][CH2:9][C@H:8]([C:11]3[CH:12]=[CH:13][CH:14]=[CH:15][CH:16]=3)[N:7]3[CH:17]=[C:18]([C:22]([OH:24])=[O:23])[C:19](=[O:21])[C:20]([C:2]=1[NH:43][CH2:42][C:41]1[CH:44]=[CH:45][C:38]([O:37][CH3:36])=[CH:39][CH:40]=1)=[C:6]23. The catalyst class is: 16. (4) Reactant: F[C:2]1[CH:9]=[CH:8][C:7]([C:10]([F:13])([F:12])[F:11])=[CH:6][C:3]=1[CH:4]=[O:5].[CH:14]1([CH2:17][NH:18][CH2:19][CH2:20][CH3:21])[CH2:16][CH2:15]1.C(=O)([O-])[O-].[K+].[K+].C(OCC)(=O)C. Product: [CH:14]1([CH2:17][N:18]([CH2:19][CH2:20][CH3:21])[C:2]2[CH:9]=[CH:8][C:7]([C:10]([F:13])([F:12])[F:11])=[CH:6][C:3]=2[CH:4]=[O:5])[CH2:16][CH2:15]1. The catalyst class is: 93. (5) Reactant: C1(N)[C:6]([F:7])=[C:5](F)C(F)=C(N)C=1F.Cl.Cl.[NH:15]1[CH2:20][CH2:19][CH:18]([N:21]2[CH2:25][CH2:24][N:23]([CH2:26][CH2:27][CH2:28][N:29]3[CH2:34][CH2:33][CH2:32][CH2:31][CH2:30]3)[C:22]2=[C:35]([C:38]#[N:39])[C:36]#[N:37])[CH2:17][CH2:16]1.C(=O)([O-])[O-].[K+].[K+].BrCCF. Product: [F:7][CH2:6][CH2:5][N:15]1[CH2:20][CH2:19][CH:18]([N:21]2[CH2:25][CH2:24][N:23]([CH2:26][CH2:27][CH2:28][N:29]3[CH2:34][CH2:33][CH2:32][CH2:31][CH2:30]3)[C:22]2=[C:35]([C:36]#[N:37])[C:38]#[N:39])[CH2:17][CH2:16]1. The catalyst class is: 18. (6) Product: [F:1][C:2]1[C:9]([F:10])=[C:8]([OH:11])[CH:7]=[CH:6][C:3]=1[CH2:4][NH:12][C:13]1[CH:21]=[CH:20][C:16]([C:17]([OH:19])=[O:18])=[CH:15][C:14]=1[F:22]. The catalyst class is: 5. Reactant: [F:1][C:2]1[C:9]([F:10])=[C:8]([OH:11])[CH:7]=[CH:6][C:3]=1[CH:4]=O.[NH2:12][C:13]1[CH:21]=[CH:20][C:16]([C:17]([OH:19])=[O:18])=[CH:15][C:14]=1[F:22].[BH3-]C#N.[Na+]. (7) The catalyst class is: 14. Reactant: [OH:1][B:2]1[C:6]2[CH:7]=[C:8]([O:12][S:13]([C:16]3[N:20]([CH3:21])[N:19]=[CH:18][CH:17]=3)(=[O:15])=[O:14])[CH:9]=[C:10]([CH3:11])[C:5]=2[CH:4]([CH2:22][C:23]([O:25]CC)=[O:24])[O:3]1.[Li+].[OH-].Cl. Product: [OH:1][B:2]1[C:6]2[CH:7]=[C:8]([O:12][S:13]([C:16]3[N:20]([CH3:21])[N:19]=[CH:18][CH:17]=3)(=[O:15])=[O:14])[CH:9]=[C:10]([CH3:11])[C:5]=2[CH:4]([CH2:22][C:23]([OH:25])=[O:24])[O:3]1. (8) Reactant: Br[C:2]1[CH2:7][CH2:6][CH2:5][C:4](=[O:8])[CH:3]=1.[CH3:9][N:10]1[CH:14]=[C:13](B2OC(C)(C)C(C)(C)O2)[CH:12]=[N:11]1.[F-].[K+]. Product: [CH3:9][N:10]1[CH:14]=[C:13]([C:2]2[CH2:7][CH2:6][CH2:5][C:4](=[O:8])[CH:3]=2)[CH:12]=[N:11]1. The catalyst class is: 354. (9) Reactant: [F:1][C:2]1[CH:7]=[CH:6][C:5]([F:8])=[CH:4][C:3]=1[CH:9]([S:20][C:21]1[CH:22]=[N:23][C:24]([C:27]([F:30])([F:29])[F:28])=[CH:25][CH:26]=1)[C:10]1[C:11]([CH3:19])=[CH:12][C:13]([C:16]([OH:18])=O)=[N:14][CH:15]=1.Cl.[CH3:32][NH:33][CH3:34].ON1C2C=CC=CC=2N=N1.Cl.C(N=C=NCCCN(C)C)C. The catalyst class is: 2. Product: [F:1][C:2]1[CH:7]=[CH:6][C:5]([F:8])=[CH:4][C:3]=1[CH:9]([S:20][C:21]1[CH:22]=[N:23][C:24]([C:27]([F:28])([F:29])[F:30])=[CH:25][CH:26]=1)[C:10]1[C:11]([CH3:19])=[CH:12][C:13]([C:16]([N:33]([CH3:34])[CH3:32])=[O:18])=[N:14][CH:15]=1.